From a dataset of Reaction yield outcomes from USPTO patents with 853,638 reactions. Predict the reaction yield, written as a fraction of the theoretical maximum amount of product (1.0 means a 100% yield; for example, 0.34 means a 34% yield). (1) The reactants are [NH2:1][C:2]1[CH:3]=[CH:4][C:5]([CH3:20])=[C:6]([CH:19]=1)/[CH:7]=[CH:8]/[C:9]1[C:13]2[N:14]=[CH:15][N:16]=[C:17]([NH2:18])[C:12]=2[S:11][CH:10]=1.[F:21][C:22]([F:33])([F:32])[C:23]1[CH:24]=[C:25]([CH:29]=[CH:30][CH:31]=1)[C:26](Cl)=[O:27]. The catalyst is C1COCC1.C(OCC)(=O)C. The product is [NH2:18][C:17]1[C:12]2[S:11][CH:10]=[C:9](/[CH:8]=[CH:7]/[C:6]3[CH:19]=[C:2]([NH:1][C:26](=[O:27])[C:25]4[CH:29]=[CH:30][CH:31]=[C:23]([C:22]([F:21])([F:32])[F:33])[CH:24]=4)[CH:3]=[CH:4][C:5]=3[CH3:20])[C:13]=2[N:14]=[CH:15][N:16]=1. The yield is 0.860. (2) The reactants are C([C:3]1[CH:4]=[CH:5][CH:6]=[C:7]2[C:12]=1[N:11]=[C:10]([C:13]1([C:16]3[CH:21]=[CH:20][CH:19]=[CH:18][CH:17]=3)[CH2:15][CH2:14]1)[C:9]([OH:22])=[C:8]2[C:23]([OH:25])=[O:24])C.[Cl:26]C1C=C2C(C(=O)C(=O)N2)=CC=1. No catalyst specified. The product is [Cl:26][C:4]1[CH:3]=[C:12]2[C:7]([C:8]([C:23]([OH:25])=[O:24])=[C:9]([OH:22])[C:10]([C:13]3([C:16]4[CH:21]=[CH:20][CH:19]=[CH:18][CH:17]=4)[CH2:14][CH2:15]3)=[N:11]2)=[CH:6][CH:5]=1. The yield is 0.200. (3) The yield is 0.270. The reactants are [CH3:1][C:2]1[CH:3]=[C:4]([C:9]2[N:13]([CH3:14])[N:12]=[C:11]([C:15](=[N:17][NH:18][C:19]([C:21]3[CH:30]=[CH:29][C:24]([C:25]([O:27]C)=[O:26])=[CH:23][CH:22]=3)=[O:20])[CH3:16])[C:10]=2[OH:31])[CH:5]=[C:6]([CH3:8])[CH:7]=1.CO.[OH-].[Na+].Cl. The product is [CH3:8][C:6]1[CH:5]=[C:4]([C:9]2[N:13]([CH3:14])[N:12]=[C:11]([C:15](=[N:17][NH:18][C:19]([C:21]3[CH:22]=[CH:23][C:24]([C:25]([OH:27])=[O:26])=[CH:29][CH:30]=3)=[O:20])[CH3:16])[C:10]=2[OH:31])[CH:3]=[C:2]([CH3:1])[CH:7]=1. The catalyst is O.